From a dataset of Forward reaction prediction with 1.9M reactions from USPTO patents (1976-2016). Predict the product of the given reaction. (1) Given the reactants [C:1]([O:5][C:6]([NH:8][C@@H:9]([C@@H:13]([NH:15][C:16]1[CH:21]=[C:20]([C:22]#[N:23])[CH:19]=[CH:18][C:17]=1[N+:24]([O-])=O)[CH3:14])[C:10]([OH:12])=[O:11])=[O:7])([CH3:4])([CH3:3])[CH3:2], predict the reaction product. The product is: [NH2:24][C:17]1[CH:18]=[CH:19][C:20]([C:22]#[N:23])=[CH:21][C:16]=1[NH:15][C@@H:13]([CH3:14])[C@H:9]([NH:8][C:6]([O:5][C:1]([CH3:4])([CH3:3])[CH3:2])=[O:7])[C:10]([OH:12])=[O:11]. (2) Given the reactants C[O:2][C:3](=[O:30])[CH2:4][CH2:5][NH:6][C:7](=[O:29])[C:8]1[CH:13]=[CH:12][C:11]([CH:14]([O:21][C:22]2[CH:27]=[CH:26][C:25]([OH:28])=[CH:24][CH:23]=2)[CH2:15][CH2:16][CH2:17][CH2:18][CH2:19][CH3:20])=[CH:10][CH:9]=1.Br[CH2:32][CH2:33][CH2:34][CH2:35][CH3:36], predict the reaction product. The product is: [CH2:32]([O:28][C:25]1[CH:24]=[CH:23][C:22]([O:21][CH:14]([C:11]2[CH:12]=[CH:13][C:8]([C:7]([NH:6][CH2:5][CH2:4][C:3]([OH:2])=[O:30])=[O:29])=[CH:9][CH:10]=2)[CH2:15][CH2:16][CH2:17][CH2:18][CH2:19][CH3:20])=[CH:27][CH:26]=1)[CH2:33][CH2:34][CH2:35][CH3:36]. (3) Given the reactants [Cl:1][C:2]1[C:3]([C:7]([OH:9])=O)=[N:4][NH:5][CH:6]=1.Cl.Cl.[F:12][C:13]1[CH:18]=[CH:17][C:16]([C:19](=[O:27])[CH2:20][N:21]2[CH2:26][CH2:25][NH:24][CH2:23][CH2:22]2)=[CH:15][CH:14]=1, predict the reaction product. The product is: [Cl:1][C:2]1[C:3]([C:7]([N:24]2[CH2:23][CH2:22][N:21]([CH2:20][C:19]([C:16]3[CH:17]=[CH:18][C:13]([F:12])=[CH:14][CH:15]=3)=[O:27])[CH2:26][CH2:25]2)=[O:9])=[N:4][NH:5][CH:6]=1.